Task: Predict which catalyst facilitates the given reaction.. Dataset: Catalyst prediction with 721,799 reactions and 888 catalyst types from USPTO (1) Product: [C:12]([O:16][C:17]([N:19]1[CH2:24][CH2:23][N:22]([C:2]2[CH:3]=[CH:4][C:5]([N+:9]([O-:11])=[O:10])=[C:6]([NH2:8])[CH:7]=2)[CH2:21][CH2:20]1)=[O:18])([CH3:15])([CH3:13])[CH3:14]. Reactant: Cl[C:2]1[CH:3]=[CH:4][C:5]([N+:9]([O-:11])=[O:10])=[C:6]([NH2:8])[CH:7]=1.[C:12]([O:16][C:17]([N:19]1[CH2:24][CH2:23][NH:22][CH2:21][CH2:20]1)=[O:18])([CH3:15])([CH3:14])[CH3:13].O. The catalyst class is: 16. (2) Reactant: [NH2:1][C:2]1[CH:7]=[CH:6][CH:5]=[CH:4][C:3]=1[C:8](=[O:10])[CH3:9].CCN(CC)CC.[C:18](Cl)([CH3:20])=[O:19]. Product: [C:8]([C:3]1[CH:4]=[CH:5][CH:6]=[CH:7][C:2]=1[NH:1][C:18](=[O:19])[CH3:20])(=[O:10])[CH3:9]. The catalyst class is: 2.